This data is from TCR-epitope binding with 47,182 pairs between 192 epitopes and 23,139 TCRs. The task is: Binary Classification. Given a T-cell receptor sequence (or CDR3 region) and an epitope sequence, predict whether binding occurs between them. (1) The epitope is KTSVDCTMYI. The TCR CDR3 sequence is CASSLLAGGPFYEQFF. Result: 0 (the TCR does not bind to the epitope). (2) Result: 1 (the TCR binds to the epitope). The epitope is IQYIDIGNY. The TCR CDR3 sequence is CASSHRDTYEQYF. (3) The epitope is KLWAQCVQL. The TCR CDR3 sequence is CASSPLNLAGEDTDTQYF. Result: 1 (the TCR binds to the epitope). (4) The epitope is LLQTGIHVRVSQPSL. The TCR CDR3 sequence is CASSQDSGQGNTEAFF. Result: 0 (the TCR does not bind to the epitope). (5) The epitope is TPGPGVRYPL. The TCR CDR3 sequence is CASSQVGRRDTQYF. Result: 1 (the TCR binds to the epitope). (6) Result: 1 (the TCR binds to the epitope). The epitope is YLDAYNMMI. The TCR CDR3 sequence is CASTQLGTPYNEQFF. (7) The epitope is VVYRGTTTY. The TCR CDR3 sequence is CASSDRDRSSYEQYF. Result: 1 (the TCR binds to the epitope). (8) The epitope is NLVPMVATV. The TCR CDR3 sequence is CSATLLGLWGDEQFF. Result: 1 (the TCR binds to the epitope). (9) The epitope is VLQAVGACV. The TCR CDR3 sequence is CAISEPGTSTDTQYF. Result: 0 (the TCR does not bind to the epitope).